This data is from Ames mutagenicity test results for genotoxicity prediction. The task is: Regression/Classification. Given a drug SMILES string, predict its toxicity properties. Task type varies by dataset: regression for continuous values (e.g., LD50, hERG inhibition percentage) or binary classification for toxic/non-toxic outcomes (e.g., AMES mutagenicity, cardiotoxicity, hepatotoxicity). Dataset: ames. (1) The drug is Cc1ccc2ncccc2c1. The result is 1 (mutagenic). (2) The molecule is Cn1c(NO)nc2ncc(-c3ccccc3)cc21. The result is 1 (mutagenic). (3) The drug is COc1c2ccoc2cc2oc(=O)ccc12. The result is 1 (mutagenic).